Dataset: Experimentally validated miRNA-target interactions with 360,000+ pairs, plus equal number of negative samples. Task: Binary Classification. Given a miRNA mature sequence and a target amino acid sequence, predict their likelihood of interaction. (1) The miRNA is hsa-miR-455-3p with sequence GCAGUCCAUGGGCAUAUACAC. The protein sequence of the target gene is MSPLKIHGPIRIRSMQTGITKWKEGSFEIVEKENKVSLVVHYNTGGIPRIFQLSHNIKNVVLRPSGAKQSRLMLTLQDNSFLSIDKVPSKDAEEMRLFLDAVHQNRLPAAMKPSQGSGSFGAILGSRTSQKETSRQLSYSDNQASAKRGSLETKDDIPFRKVLGNPGRGSIKTVAGSGIARTIPSLTSTSTPLRSGLLENRTEKRKRMISTGSELNEDYPKENDSSSNNKAMTDPSRKYLTSSREKQLSLKQSEENRTSGLLPLQSSSFYGSRAGSKEHSSGGTNLDRTNVSSQTPSAKR.... Result: 1 (interaction). (2) The miRNA is hsa-miR-2467-3p with sequence AGCAGAGGCAGAGAGGCUCAGG. The protein sequence of the target gene is MMQGNKKCTDAFSDSSSIGSVLDDADREVSSLTDRAFRSLCISEDTSFHDSYLAVSPDITRQVFGTFHQRTVGHTQRKSGIWSQLPSQGTEHSGWAATFQQLPKYVQGEEKYPKTSPPPTPVQRRLEVPVSGLRSSNKPVSKVSTLIKSFDRTESQRCESRPTASKPPALKNPPKFAPLPENSVNFCFDSAFLTVRRVPAEVSNTHQNSYQPGRKHGEQESSKNPEMACHGSSSFLPAANDTATLCESKFPSPHHKPVTGEPGRGKGTFLHSENSAFESWNAHQPKLLERKDTAGTVPES.... Result: 1 (interaction). (3) The miRNA is hsa-miR-25-3p with sequence CAUUGCACUUGUCUCGGUCUGA. The protein sequence of the target gene is MSSYLEYVSCAAGGGSGGVGGDVLGFAPKFCRADARPVALQPAFPLGSGDGAFVSCLPLATARPTPSPPAGPAQSPVPQPAAPRYAPCTLEGAYERGAAPASAAEYGFLGSGPAFDFPGALGRAADEGGAHVHYATSAVFSGGGSFLLSGQVDFAAFGEPGPFPACLKEPADGHPGPFQTVSPAPGACPKPASPTSSLPAAHSTFEWMKVKRNAPKKSKLSEYGATSPPSAIRTNFSTKQLTELEKEFHFNKYLTRARRIEIANCLQLNDTQVKIWFQNRRMKQKKREREGLLATAASVA.... Result: 0 (no interaction). (4) The miRNA is hsa-miR-6082 with sequence GAAUACGUCUGGUUGAUCC. The protein sequence of the target gene is MSWHPQYRSSKFRHVFGKPASKENCYDSVPITRSVHDNHFCAVNPHFIAVVTECAGGGAFLVIPLHQTGKLDPHYPKVCGHRGNVLDVKWNPFDDFEIASCSEDATIKIWSIPKQLLTRNLTAYRKELVGHARRVGLVEWHPTAANILFSAGYDYKVMIWNLDTKESVITSPMSTISCHQDVILSMSFNTNGSLLATTCKDRKIRVIDPRAGTVLQEASYKGHRASKVLFLGNLKKLMSTGTSRWNNRQVALWDQDNLSVPLMEEDLDGSSGVLFPFYDADTSMLYVVGKGDGNIRYYEV.... Result: 0 (no interaction). (5) The miRNA is mmu-miR-342-3p with sequence UCUCACACAGAAAUCGCACCCGU. The protein sequence of the target gene is MSSGANITYASRKRRKPVQKTVKPIPAEGIKSNPSKRHRDRLNTELDRLASLLPFPQDVINKLDKLSVLRLSVSYLRAKSFFDVALKSTPADRNGGQDQCRAQIRDWQDLQEGEFLLQALNGFVLVVTADALVFYASSTIQDYLGFQQSDVIHQSVYELIHTEDRAEFQRQLHWALNPDSAQGVDEAHGPPQAAVYYTPDQLPPENASFMERCFRCRLRCLLDNSSGFLAMNFQGRLKYLHGQNKKGKDGALLPPQLALFAIATPLQPPSILEIRTKNFIFRTKHKLDFTPIGCDAKGQL.... Result: 0 (no interaction). (6) The miRNA is mmu-miR-106b-5p with sequence UAAAGUGCUGACAGUGCAGAU. Result: 0 (no interaction). The protein sequence of the target gene is MADRDSGSEQGGAALGSGGSLGHPGSGSGSGGGGGGGGGGGGSGGGGGAPGGLQHETQELASKRVDIQNKRFYLDVKQNAKGRFLKIAEVGAGGNKSRLTLSMSVAVEFRDYLGDFIEHYAQLGPSQPPDLAQAQDEPRRALKSEFLVRENRKYYMDLKENQRGRFLRIRQTVNRGPGLGSTQGQTIALPAQGLIEFRDALAKLIDDYGVEEEPAELPEGTSLTVDNKRFFFDVGSNKYGVFMRVSEVKPTYRNSITVPYKVWAKFGHTFCKYSEEMKKIQEKQREKRAACEQLHQQQQQ.... (7) The miRNA is hsa-miR-941 with sequence CACCCGGCUGUGUGCACAUGUGC. The protein sequence of the target gene is MEEPQKNDLSMREQEEEHPVRSSGPQISVSEFSCHCCYDTLVNPTTLNCGHSFCRHCLALWWMSSKKTECPECREKWEGFPKVNILLRDAIEKLFPDAIRMRVEDIQQNNDVVQSLAAFQKYGNDQNPLAPSTGRVNPQRGGGFFSGVLTALTGVAVILLVYHWRSRESEHGLLVHKAVDKWTMEEVVLWLEQLGPWASLYRDRFLSERVNGRLLLTLTEEEFSRAPYTIENSSHRRVILTELERVRALGVKPPQNLWEYKAVNPGRSLFLLYALKSSPRLGLLYLYLFDYTDCFLPFIH.... Result: 0 (no interaction). (8) The protein sequence of the target gene is MNSSTSAGVYANGNDNKKFKGDRPPCSPSRVLHLRKIPCDVTEAEVISLGLPFGKVTNLLMLKGKSQAFLEMASEEAAVTMINYYTPVTPHLRSQPVYIQYSNHRELKTDNLPNQARAQAALQAVSAVQSGNLSLPGATANEGTLLPGQSPVLRIIIENLFYPVTLEVLHQIFSKFGTVLKIITFTKNNQFQALLQYADPVNAQYAKMALDGQNIYNACCTLRIDFSKLTSLNVKYNNDKSRDFTRLDLPTGDGQPSLEPPMAAAFGAPGIMSSPYAGAAGFAPAIAFPQAAGLSVPAVP.... Result: 0 (no interaction). The miRNA is dme-miR-303-5p with sequence UUUAGGUUUCACAGGAAACUGGU. (9) The miRNA is hsa-miR-212-5p with sequence ACCUUGGCUCUAGACUGCUUACU. The protein sequence of the target gene is MKVLTPAALILLFFFYTVDARTREYTSVITVPNGGHWGKWGIRQFCHSGYANGFALKVEPSQFGRDDTALNGIRLRCLDGSVIESLVGKWGTWTSFLVCPTGYLVSFSLRSEKSQGGGDDTAANNIQFRCSDEAVLVGDGLSWGRFGPWSKRCKICGLQTKVESPQGLRDDTALNNVRFFCCK. Result: 0 (no interaction). (10) The miRNA is mmu-miR-326-3p with sequence CCUCUGGGCCCUUCCUCCAGU. The protein sequence of the target gene is MLIKQHKQVWWQEQERLKGIRCKLESEIRSCLNEESIGSECFCELMNFEKELSEEWCAYLTAVIDPIQQLRTGLKRWYPTSQSAPCHEGSDATEVLEEVDFVKKQSKAAFERLHQEQWHLEEDLLDLSVKLLDHSSEEKPNLLSEQPMELVTLDCPYPDLKSSILNEFCNFTERYQEKLEDFDLQLEDIRSNFQLSAEEHWTYQAVLDQYPGNLLGRRALYLDMLQRYFPHKSRHHLVEHEKYCDQYHFAREQRRILIDNWSRSRKDFIQKAMLTLLEACAAHEMGSLLAKDRRRQQELC.... Result: 0 (no interaction).